Task: Regression/Classification. Given a drug SMILES string, predict its absorption, distribution, metabolism, or excretion properties. Task type varies by dataset: regression for continuous measurements (e.g., permeability, clearance, half-life) or binary classification for categorical outcomes (e.g., BBB penetration, CYP inhibition). Dataset: hlm.. Dataset: Human liver microsome stability data (1) The drug is Cn1c(-c2ccncc2)c(C2CCCC2)c2ccc(C(=O)NC3(C(=O)Nc4ccc(C=CC(=O)O)cc4)CCCC3)cc21. The result is 0 (unstable in human liver microsomes). (2) The molecule is COc1cc2c(N3CCN(Cc4ccccc4)CC3)nc(N(C)C)nc2cc1OCCCN1CCCC1. The result is 1 (stable in human liver microsomes). (3) The drug is [2H]C([2H])([2H])Oc1nn2cc(-c3cc4c(OCc5nc(N6CCOCC6)sc5C)cc(OC)cc4o3)nc2s1. The result is 1 (stable in human liver microsomes). (4) The molecule is Nc1[nH]nc2cc(-c3[nH]c([C@H](Cc4ccccc4)NC(=O)NCc4cc(Cl)ccc4-n4cncn4)nc3Cl)ccc12. The result is 1 (stable in human liver microsomes). (5) The drug is CC(C)[C@H](NS(=O)(=O)c1ccc2c(c1)sc1cc(NC(=O)NC3CCCC3)ccc12)C(=O)O. The result is 0 (unstable in human liver microsomes). (6) The compound is COC(=O)N(CCN1[C@@H]2CC[C@H]1C[C@@H](c1cccc(C(N)=O)c1)C2)CC1CCCCC1. The result is 1 (stable in human liver microsomes). (7) The molecule is COc1cc2ccc(Br)cc2cc1[C@@H](c1ccccc1)[C@@](O)(CCN(C)C)c1ccc2occc2c1. The result is 1 (stable in human liver microsomes). (8) The compound is O=C(Nc1ccc(NC(=O)c2ccco2)cc1)c1ccc(Cl)c(C(F)(F)F)c1. The result is 1 (stable in human liver microsomes).